From a dataset of Peptide-MHC class I binding affinity with 185,985 pairs from IEDB/IMGT. Regression. Given a peptide amino acid sequence and an MHC pseudo amino acid sequence, predict their binding affinity value. This is MHC class I binding data. The peptide sequence is DYVPTNKWV. The MHC is HLA-B08:01 with pseudo-sequence HLA-B08:01. The binding affinity (normalized) is 0.0847.